Dataset: Full USPTO retrosynthesis dataset with 1.9M reactions from patents (1976-2016). Task: Predict the reactants needed to synthesize the given product. Given the product [I:30][C:14]1[C:7]2[C:6]([O:5][CH2:1][CH:2]([CH3:4])[CH3:3])=[N:11][CH:10]=[N:9][C:8]=2[NH:12][CH:13]=1, predict the reactants needed to synthesize it. The reactants are: [CH2:1]([O:5][C:6]1[C:7]2[CH:14]=[CH:13][NH:12][C:8]=2[N:9]=[CH:10][N:11]=1)[CH:2]([CH3:4])[CH3:3].ClC1C2C(OCC(C)C)=NC=NC=2NC=1.[I:30]N1C(=O)CCC1=O.